From a dataset of TCR-epitope binding with 47,182 pairs between 192 epitopes and 23,139 TCRs. Binary Classification. Given a T-cell receptor sequence (or CDR3 region) and an epitope sequence, predict whether binding occurs between them. (1) The epitope is NQKLIANQF. The TCR CDR3 sequence is CASSPPTEETQYF. Result: 0 (the TCR does not bind to the epitope). (2) The epitope is TLIGDCATV. The TCR CDR3 sequence is CASSTKDSHQETQYF. Result: 1 (the TCR binds to the epitope). (3) The epitope is VVYRGTTTY. The TCR CDR3 sequence is CASSVIGATYEQYF. Result: 0 (the TCR does not bind to the epitope).